Dataset: Full USPTO retrosynthesis dataset with 1.9M reactions from patents (1976-2016). Task: Predict the reactants needed to synthesize the given product. (1) Given the product [Br:23][C:10]1[CH:11]=[CH:12][C:13]2[C:18](=[CH:17][C:16]([N+:20]([O-:22])=[O:21])=[CH:15][CH:14]=2)[CH:19]=1, predict the reactants needed to synthesize it. The reactants are: N([O-])=O.[Na+].C(O)(=O)C.N[C:10]1[CH:19]=[C:18]2[C:13]([CH:14]=[CH:15][C:16]([N+:20]([O-:22])=[O:21])=[CH:17]2)=[CH:12][CH:11]=1.[BrH:23]. (2) The reactants are: C(OP([CH2:9][C:10]#[N:11])(OCC)=O)C.CC(C)([O-])C.[K+].[Cl:18][C:19]1[N:20]=[C:21]([CH2:46][CH3:47])[NH:22][C:23]=1[C:24]([NH:26][CH2:27][C:28]1[CH:33]=[CH:32][C:31]([Cl:34])=[C:30]([O:35][C:36]2[CH:41]=[C:40]([CH:42]=O)[CH:39]=[C:38]([Cl:44])[CH:37]=2)[C:29]=1[F:45])=[O:25]. Given the product [Cl:18][C:19]1[N:20]=[C:21]([CH2:46][CH3:47])[NH:22][C:23]=1[C:24]([NH:26][CH2:27][C:28]1[CH:33]=[CH:32][C:31]([Cl:34])=[C:30]([O:35][C:36]2[CH:41]=[C:40](/[CH:42]=[CH:9]/[C:10]#[N:11])[CH:39]=[C:38]([Cl:44])[CH:37]=2)[C:29]=1[F:45])=[O:25], predict the reactants needed to synthesize it. (3) Given the product [CH2:20]([N:27]1[C:35]2[C:30](=[C:31]([NH:36][C:11]([C:8]3[N:6]4[CH:7]=[C:2]([F:1])[CH:3]=[CH:4][C:5]4=[N:10][CH:9]=3)=[O:13])[CH:32]=[CH:33][CH:34]=2)[CH:29]=[N:28]1)[C:21]1[CH:22]=[CH:23][CH:24]=[CH:25][CH:26]=1, predict the reactants needed to synthesize it. The reactants are: [F:1][C:2]1[CH:3]=[CH:4][C:5]2[N:6]([C:8]([C:11]([OH:13])=O)=[CH:9][N:10]=2)[CH:7]=1.C(Cl)(=O)C(Cl)=O.[CH2:20]([N:27]1[C:35]2[CH:34]=[CH:33][CH:32]=[C:31]([NH2:36])[C:30]=2[CH:29]=[N:28]1)[C:21]1[CH:26]=[CH:25][CH:24]=[CH:23][CH:22]=1.C(NC(C)CC(C)C)C. (4) Given the product [NH2:22][C:18]1[CH:17]=[C:16]([CH:21]=[CH:20][N:19]=1)[C:14]([N:5]([CH3:6])[CH3:3])=[O:13], predict the reactants needed to synthesize it. The reactants are: [Li+].C[CH:3]([N-:5][CH:6](C)C)C.CNC.C[O:13][C:14]([C:16]1[CH:21]=[CH:20][N:19]=[C:18]([NH2:22])[CH:17]=1)=O.